Dataset: Reaction yield outcomes from USPTO patents with 853,638 reactions. Task: Predict the reaction yield, written as a fraction of the theoretical maximum amount of product (1.0 means a 100% yield; for example, 0.34 means a 34% yield). (1) The reactants are [OH-].[Na+].[CH3:3][S:4]([C:7]1[CH:8]=[C:9]([CH:31]=[CH:32][CH:33]=1)[CH2:10][C:11]1[S:12][C:13]2[C:19]([C:20]3[CH:21]=[C:22]([CH:28]=[CH:29][CH:30]=3)[C:23](OCC)=[O:24])=[CH:18][CH:17]=[CH:16][C:14]=2[CH:15]=1)(=[O:6])=[O:5].Cl.Cl.[NH2:36][CH2:37][C:38]([NH2:40])=[O:39].CCN=C=NCCCN(C)C.C1C=CC2N(O)N=NC=2C=1.C(N(CC)CC)C. The catalyst is O.CN(C=O)C.C(O)C. The product is [NH2:40][C:38](=[O:39])[CH2:37][NH:36][C:23](=[O:24])[C:22]1[CH:28]=[CH:29][CH:30]=[C:20]([C:19]2[C:13]3[S:12][C:11]([CH2:10][C:9]4[CH:31]=[CH:32][CH:33]=[C:7]([S:4]([CH3:3])(=[O:5])=[O:6])[CH:8]=4)=[CH:15][C:14]=3[CH:16]=[CH:17][CH:18]=2)[CH:21]=1. The yield is 0.910. (2) The reactants are [C:1]([O:5][C:6]([NH:8][C@H:9]([C:15](=[O:26])[NH:16][CH:17]1[CH2:25][C:24]2[C:19](=[CH:20][CH:21]=[CH:22][CH:23]=2)[CH2:18]1)[CH2:10][CH2:11][C:12](O)=[O:13])=[O:7])([CH3:4])([CH3:3])[CH3:2].[NH2:27][CH:28]1[CH2:36][C:35]2[C:30](=[CH:31][CH:32]=[CH:33][CH:34]=2)[CH2:29]1.C(Cl)CCl.C1C=CC2N(O)N=NC=2C=1.CN1CCOCC1. The catalyst is ClCCl. The product is [C:1]([O:5][C:6]([NH:8][C@@H:9]([CH2:10][CH2:11][C:12]([NH:27][CH:28]1[CH2:36][C:35]2[C:30](=[CH:31][CH:32]=[CH:33][CH:34]=2)[CH2:29]1)=[O:13])[C:15]([NH:16][CH:17]1[CH2:25][C:24]2[C:19](=[CH:20][CH:21]=[CH:22][CH:23]=2)[CH2:18]1)=[O:26])=[O:7])([CH3:2])([CH3:3])[CH3:4]. The yield is 0.980. (3) The reactants are [Cl-].[Ca+2].[Cl-].[BH4-].[Na+].C[O:7][C:8]([C:10]1[CH:15]=[CH:14][C:13]([C:16]([O:18][CH3:19])=[O:17])=[C:12]([Cl:20])[N:11]=1)=O. The catalyst is C(O)C.C1COCC1. The product is [CH3:19][O:18][C:16](=[O:17])[C:13]1[CH:14]=[CH:15][C:10]([CH2:8][OH:7])=[N:11][C:12]=1[Cl:20]. The yield is 0.690. (4) The reactants are [Cl:1][C:2]1[CH:3]=[CH:4][C:5]2[C:11](=[O:12])[CH2:10][CH2:9][C:8](=[O:13])[NH:7][C:6]=2[CH:14]=1.[C:15](=O)([O-])[O-].[Cs+].[Cs+].CI. The catalyst is C1COCC1.CN(C=O)C. The product is [Cl:1][C:2]1[CH:3]=[CH:4][C:5]2[C:11](=[O:12])[CH2:10][CH2:9][C:8](=[O:13])[N:7]([CH3:15])[C:6]=2[CH:14]=1. The yield is 0.450. (5) The reactants are [Cl-].[C:2]1([I+:8][C:9]2[CH:14]=[CH:13][CH:12]=[CH:11][CH:10]=2)[CH:7]=[CH:6][CH:5]=[CH:4][CH:3]=1.[P:15](OC)([O:19][CH3:20])([O:17][CH3:18])=[O:16]. No catalyst specified. The product is [CH3:18][O:17][PH:15](=[O:16])[O:19][CH3:20].[C:9]1([I+:8][C:2]2[CH:3]=[CH:4][CH:5]=[CH:6][CH:7]=2)[CH:10]=[CH:11][CH:12]=[CH:13][CH:14]=1. The yield is 0.816. (6) The reactants are NC(N)=N.[N+]([O-])(O)=O.NC(N)=N.C([O:16][CH:17]1[CH:18]([CH3:66])[CH2:19][CH2:20][CH:21]([O:57][Si:58]([CH2:64][CH3:65])([CH2:62][CH3:63])[CH:59]([CH3:61])[CH3:60])[CH2:22][C:23]([O:25][CH:26](/[C:31](/[CH3:56])=[CH:32]/[CH:33]=[CH:34]/[C:35]([OH:55])([CH3:54])[CH2:36][CH:37]2[O:53][CH:38]2[CH:39]([CH3:52])[CH:40]([O:43][Si:44]([CH2:50][CH3:51])([CH2:48][CH3:49])[CH:45]([CH3:47])[CH3:46])[CH2:41][CH3:42])[CH:27]([CH3:30])[CH:28]=[CH:29]1)=[O:24])(=O)C. The catalyst is C(OCC)(=O)C. The product is [CH2:64]([Si:58]([CH2:62][CH3:63])([CH:59]([CH3:60])[CH3:61])[O:57][CH:21]1[CH2:20][CH2:19][CH:18]([CH3:66])[CH:17]([OH:16])[CH:29]=[CH:28][CH:27]([CH3:30])[CH:26](/[C:31](/[CH3:56])=[CH:32]/[CH:33]=[CH:34]/[C:35]([OH:55])([CH3:54])[CH2:36][CH:37]2[O:53][CH:38]2[CH:39]([CH3:52])[CH:40]([O:43][Si:44]([CH2:48][CH3:49])([CH2:50][CH3:51])[CH:45]([CH3:47])[CH3:46])[CH2:41][CH3:42])[O:25][C:23](=[O:24])[CH2:22]1)[CH3:65]. The yield is 0.930. (7) The reactants are [CH3:1][C:2]1([CH3:27])[O:6][C@@H:5]([C@H:7]([CH2:22][CH:23]([CH3:25])[CH3:24])[C:8]([O:10]C2C(F)=C(F)C(F)=C(F)C=2F)=O)[C:4](=[O:26])[O:3]1.ONC(=O)[C@@H](O)[C@@H](C(N1CCN(C2C=CC=CN=2)CC1)=O)CC(C)C.ONC(=O)[C@@H](O)[C@@H](C([N:64]1[CH2:69][CH2:68][N:67]([C:70]2[CH:75]=[CH:74][CH:73]=[CH:72][N:71]=2)[CH2:66][C@H:65]1[CH3:76])=O)CC(C)C.O. The catalyst is CN(C=O)C. The product is [CH3:27][C:2]1([CH3:1])[O:3][C:4](=[O:26])[C@H:5]([C@@H:7]([C:8]([N:64]2[CH2:69][CH2:68][N:67]([C:70]3[CH:75]=[CH:74][CH:73]=[CH:72][N:71]=3)[CH2:66][C@@H:65]2[CH3:76])=[O:10])[CH2:22][CH:23]([CH3:24])[CH3:25])[O:6]1. The yield is 0.220.